This data is from Catalyst prediction with 721,799 reactions and 888 catalyst types from USPTO. The task is: Predict which catalyst facilitates the given reaction. Reactant: CS(O[CH2:6][C@H:7]1[N:18]2[C:19]3[C:14]([CH2:15][CH2:16][C:17]2=[O:20])=[CH:13][CH:12]=[C:11]([F:21])[C:10]=3[O:9][CH2:8]1)(=O)=O.N1C=CC=CC=1.[OH:28][C@@H:29]1[CH2:33][NH:32][CH2:31][C@@H:30]1[CH2:34][NH:35][C:36](=[O:45])[O:37][CH2:38][C:39]1[CH:44]=[CH:43][CH:42]=[CH:41][CH:40]=1. Product: [NH3:18].[F:21][C:11]1[C:10]2[O:9][CH2:8][C@@H:7]([CH2:6][N:32]3[CH2:33][C@@H:29]([OH:28])[C@@H:30]([CH2:34][NH:35][C:36](=[O:45])[O:37][CH2:38][C:39]4[CH:44]=[CH:43][CH:42]=[CH:41][CH:40]=4)[CH2:31]3)[N:18]3[C:19]=2[C:14]([CH:15]=[CH:16][C:17]3=[O:20])=[CH:13][CH:12]=1. The catalyst class is: 115.